From a dataset of Full USPTO retrosynthesis dataset with 1.9M reactions from patents (1976-2016). Predict the reactants needed to synthesize the given product. Given the product [C:1]([NH:4][C:5]1[S:9][C:8]2[C:10]([O:15][CH2:16][CH2:17][N:18]([CH2:21][CH3:22])[CH2:19][CH3:20])=[C:11]([C:33]3[CH:32]=[CH:31][CH:30]=[C:29]([CH3:28])[CH:34]=3)[CH:12]=[CH:13][C:7]=2[C:6]=1[C:23]([O:25][CH2:26][CH3:27])=[O:24])(=[O:3])[CH3:2], predict the reactants needed to synthesize it. The reactants are: [C:1]([NH:4][C:5]1[S:9][C:8]2[C:10]([O:15][CH2:16][CH2:17][N:18]([CH2:21][CH3:22])[CH2:19][CH3:20])=[C:11](Br)[CH:12]=[CH:13][C:7]=2[C:6]=1[C:23]([O:25][CH2:26][CH3:27])=[O:24])(=[O:3])[CH3:2].[CH3:28][C:29]1[CH:30]=[C:31](B(O)O)[CH:32]=[CH:33][CH:34]=1.P([O-])([O-])([O-])=O.[K+].[K+].[K+].